This data is from Full USPTO retrosynthesis dataset with 1.9M reactions from patents (1976-2016). The task is: Predict the reactants needed to synthesize the given product. (1) Given the product [Cl:2][C:3]1[C:10]([CH3:11])=[C:9]([N:12]2[C:16](=[O:17])[C:15]3([CH2:21][CH2:20][CH2:19][CH:18]3[CH2:22][OH:23])[N:14]([CH3:27])[C:13]2=[O:28])[CH:8]=[CH:7][C:4]=1[C:5]#[N:6], predict the reactants needed to synthesize it. The reactants are: Cl.[Cl:2][C:3]1[C:10]([CH3:11])=[C:9]([N:12]2[C:16](=[O:17])[C:15]3([CH2:21][CH2:20][CH2:19][CH:18]3[CH2:22][O:23]COC)[N:14]([CH3:27])[C:13]2=[O:28])[CH:8]=[CH:7][C:4]=1[C:5]#[N:6]. (2) Given the product [Br:1][C:2]1[CH:3]=[CH:4][C:5]([F:9])=[C:6]([CH2:8][Br:10])[CH:7]=1, predict the reactants needed to synthesize it. The reactants are: [Br:1][C:2]1[CH:3]=[CH:4][C:5]([F:9])=[C:6]([CH3:8])[CH:7]=1.[Br:10]N1C(=O)CCC1=O.C(OOCC1C=CC=CC=1)C1C=CC=CC=1.C1(=O)NC(=O)CC1. (3) Given the product [ClH:11].[CH3:13][O:4][C:3](=[O:5])[C@@H:2]1[CH2:6][CH2:7][CH2:8][NH:1]1, predict the reactants needed to synthesize it. The reactants are: [NH:1]1[CH2:8][CH2:7][CH2:6][C@H:2]1[C:3]([OH:5])=[O:4].S(Cl)([Cl:11])=O.[CH3:13]O. (4) Given the product [CH3:10][N:11]1[CH2:12][CH:13]=[C:14]([C:3]2[C:4]3=[N:5][CH:6]=[CH:7][CH:8]=[C:9]3[NH:1][CH:2]=2)[CH2:15][CH2:16]1, predict the reactants needed to synthesize it. The reactants are: [NH:1]1[C:9]2[C:4](=[N:5][CH:6]=[CH:7][CH:8]=2)[CH:3]=[CH:2]1.[CH3:10][N:11]1[CH2:16][CH2:15][C:14](=O)[CH2:13][CH2:12]1. (5) Given the product [CH3:37][O:38][CH2:39][CH2:40][O:41][C:2]1[CH:20]=[CH:19][C:5]([C:6]([NH:8][CH:9]2[C:14]([CH3:16])([CH3:15])[C@H:13]3[CH2:17][C@:10]2([CH3:18])[CH2:11][CH2:12]3)=[O:7])=[CH:4][C:3]=1[S:21]([N:24]1[CH2:29][CH2:28][O:27][CH2:26][CH2:25]1)(=[O:23])=[O:22], predict the reactants needed to synthesize it. The reactants are: Br[C:2]1[CH:20]=[CH:19][C:5]([C:6]([NH:8][CH:9]2[C:14]([CH3:16])([CH3:15])[C@H:13]3[CH2:17][C@:10]2([CH3:18])[CH2:11][CH2:12]3)=[O:7])=[CH:4][C:3]=1[S:21]([N:24]1[CH2:29][CH2:28][O:27][CH2:26][CH2:25]1)(=[O:23])=[O:22].CCC(N)C(O)=O.[CH3:37][O:38][CH2:39][CH2:40][OH:41].